From a dataset of Reaction yield outcomes from USPTO patents with 853,638 reactions. Predict the reaction yield, written as a fraction of the theoretical maximum amount of product (1.0 means a 100% yield; for example, 0.34 means a 34% yield). (1) The reactants are [CH2:1]([C:5]1[CH:10]=[CH:9][C:8]([C:11]2[N:15]=[C:14]([C:16]3[CH:21]=[CH:20][C:19]([CH2:22][OH:23])=[CH:18][CH:17]=3)[O:13][N:12]=2)=[CH:7][CH:6]=1)[CH:2]([CH3:4])[CH3:3].CC(OI1(OC(C)=O)(OC(C)=O)OC(=O)C2C=CC=CC1=2)=O. The catalyst is ClCCl. The product is [CH2:1]([C:5]1[CH:6]=[CH:7][C:8]([C:11]2[N:15]=[C:14]([C:16]3[CH:17]=[CH:18][C:19]([CH:22]=[O:23])=[CH:20][CH:21]=3)[O:13][N:12]=2)=[CH:9][CH:10]=1)[CH:2]([CH3:4])[CH3:3]. The yield is 0.260. (2) The reactants are [CH:1]1([CH:7]([NH:21][C:22]2[CH:31]=[CH:30][C:25]([C:26]([O:28]C)=[O:27])=[CH:24][CH:23]=2)[C:8]2[CH:12]=[C:11]([C:13]3[CH:14]=[N:15][C:16](F)=[CH:17][CH:18]=3)[O:10][C:9]=2[CH3:20])[CH2:6][CH2:5][CH2:4][CH2:3][CH2:2]1.[OH-].[Li+].O.Cl.[CH3:36][O:37][CH2:38][CH2:39][OH:40]. The catalyst is O1CCCC1. The product is [CH:1]1([CH:7]([NH:21][C:22]2[CH:23]=[CH:24][C:25]([C:26]([OH:28])=[O:27])=[CH:30][CH:31]=2)[C:8]2[CH:12]=[C:11]([C:13]3[CH:14]=[N:15][C:16]([O:40][CH2:39][CH2:38][O:37][CH3:36])=[CH:17][CH:18]=3)[O:10][C:9]=2[CH3:20])[CH2:6][CH2:5][CH2:4][CH2:3][CH2:2]1. The yield is 0.420. (3) The reactants are [F:1][C:2]1[CH:7]=[CH:6][CH:5]=[C:4]([F:8])[C:3]=1[C:9]1[N:14]=[C:13]([CH3:15])[C:12]([CH:16]([CH2:21][CH2:22][CH3:23])[C:17]([O:19]C)=[O:18])=[C:11]([C:24]2[CH:29]=[CH:28][C:27]([CH3:30])=[CH:26][CH:25]=2)[N:10]=1.[OH-].[Na+]. The catalyst is CO. The product is [F:1][C:2]1[CH:7]=[CH:6][CH:5]=[C:4]([F:8])[C:3]=1[C:9]1[N:14]=[C:13]([CH3:15])[C:12]([CH:16]([CH2:21][CH2:22][CH3:23])[C:17]([OH:19])=[O:18])=[C:11]([C:24]2[CH:29]=[CH:28][C:27]([CH3:30])=[CH:26][CH:25]=2)[N:10]=1. The yield is 0.690. (4) The reactants are [H-].[Na+].[CH:3]1[C:19]2[CH2:18][C@H:17]3[N:20]([CH2:22][CH2:23][C@@:9]45[C@H:16]3[CH:15]=[CH:14][C@H:12]([OH:13])[C@@H:10]4[O:11][C:7]([C:8]=25)=[C:5]([OH:6])[CH:4]=1)[CH3:21].Br[CH2:25][CH2:26][CH2:27][N:28]1[C:32](=[O:33])[C:31]2=[CH:34][CH:35]=[CH:36][CH:37]=[C:30]2[C:29]1=[O:38].[NH4+].[OH-]. The catalyst is O.CO. The product is [C:29]1(=[O:38])[N:28]([CH2:27][CH2:26][CH2:25][O:6][C:5]2[CH:4]=[CH:3][C:19]3[CH2:18][C@H:17]4[N:20]([CH3:21])[CH2:22][CH2:23][C@:9]56[C:8]=3[C:7]=2[O:11][C@H:10]5[C@@H:12]([OH:13])[CH:14]=[CH:15][C@@H:16]46)[C:32](=[O:33])[C:31]2=[CH:34][CH:35]=[CH:36][CH:37]=[C:30]12. The yield is 0.770. (5) The reactants are [I:1]I.C(Cl)(Cl)Cl.[F:7][C:8]1[CH:9]=[C:10]([OH:18])[CH:11]=[CH:12][C:13]=1[C:14]([F:17])([F:16])[F:15]. The catalyst is FC(F)(F)C([O-])=O.[Ag+]. The product is [F:7][C:8]1[C:13]([C:14]([F:16])([F:17])[F:15])=[CH:12][C:11]([I:1])=[C:10]([OH:18])[CH:9]=1. The yield is 0.540. (6) The reactants are CC1C=CC(S(O[CH2:12][C@H:13]2[CH2:15][O:14]2)(=O)=O)=CC=1.C(=O)([O-])[O-].[K+].[K+].[Cl:22][C:23]1[CH:24]=[C:25]([CH:41]=[CH:42][C:43]=1[NH:44][C:45]([NH:47][CH:48]1[CH2:50][CH2:49]1)=[O:46])[O:26][C:27]1[C:36]2[C:31](=[CH:32][C:33]([OH:40])=[C:34]([C:37]([NH2:39])=[O:38])[CH:35]=2)[N:30]=[CH:29][CH:28]=1.[CH2:51]([NH:53][CH2:54][CH3:55])[CH3:52]. The catalyst is O.C(OCC)(=O)C.CN(C)C=O. The product is [Cl:22][C:23]1[CH:24]=[C:25]([CH:41]=[CH:42][C:43]=1[NH:44][C:45]([NH:47][CH:48]1[CH2:50][CH2:49]1)=[O:46])[O:26][C:27]1[C:36]2[C:31](=[CH:32][C:33]([O:40][CH2:15][C@H:13]([OH:14])[CH2:12][N:53]([CH2:54][CH3:55])[CH2:51][CH3:52])=[C:34]([C:37]([NH2:39])=[O:38])[CH:35]=2)[N:30]=[CH:29][CH:28]=1. The yield is 0.363. (7) The catalyst is C(O)C. The reactants are [Cl:1][C:2]1[N:10]=[C:9]([CH3:11])[CH:8]=[CH:7][C:3]=1[C:4]([OH:6])=[O:5].O.[C:13]1(C)C=CC(S(O)(=O)=O)=C[CH:14]=1. The yield is 0.640. The product is [Cl:1][C:2]1[N:10]=[C:9]([CH3:11])[CH:8]=[CH:7][C:3]=1[C:4]([O:6][CH2:13][CH3:14])=[O:5]. (8) The reactants are [CH2:1]([O:8][CH2:9][CH2:10][NH:11][S:12]([C:15]1[C:20]([Cl:21])=[CH:19][CH:18]=[C:17]([N+:22]([O-:24])=[O:23])[C:16]=1Cl)(=[O:14])=[O:13])[C:2]1[CH:7]=[CH:6][CH:5]=[CH:4][CH:3]=1.[H-].[Na+].[OH2:28]. No catalyst specified. The product is [CH2:1]([O:8][CH2:9][CH2:10][NH:11][S:12]([C:15]1[C:20]([Cl:21])=[CH:19][CH:18]=[C:17]([N+:22]([O-:24])=[O:23])[C:16]=1[OH:28])(=[O:14])=[O:13])[C:2]1[CH:7]=[CH:6][CH:5]=[CH:4][CH:3]=1. The yield is 0.770. (9) The reactants are [CH3:1][C:2]1[S:6][C:5]([C:7]2[C:8]([N+:14]([O-])=O)=[C:9]([CH:11]=[CH:12][CH:13]=2)[NH2:10])=[CH:4][CH:3]=1.[NH4+].[Cl-]. The catalyst is CO.O.[Fe]. The product is [CH3:1][C:2]1[S:6][C:5]([C:7]2[CH:13]=[CH:12][CH:11]=[C:9]([NH2:10])[C:8]=2[NH2:14])=[CH:4][CH:3]=1. The yield is 0.956.